This data is from Full USPTO retrosynthesis dataset with 1.9M reactions from patents (1976-2016). The task is: Predict the reactants needed to synthesize the given product. (1) Given the product [CH3:1][O:2][C:3]1[CH:4]=[CH:5][C:6]2[N:7]([CH:11]=[C:12]([C:14]3[CH:19]=[CH:18][C:17]([CH3:20])=[C:16]([N+:21]([O-:23])=[O:22])[CH:15]=3)[N:9]=2)[N:8]=1, predict the reactants needed to synthesize it. The reactants are: [CH3:1][O:2][C:3]1[N:8]=[N:7][C:6]([NH2:9])=[CH:5][CH:4]=1.Br[CH2:11][C:12]([C:14]1[CH:19]=[CH:18][C:17]([CH3:20])=[C:16]([N+:21]([O-:23])=[O:22])[CH:15]=1)=O. (2) Given the product [F:19][C:20]1[CH:30]=[CH:29][CH:28]=[CH:27][C:21]=1[CH:22]=[CH:23][C:24]([NH:2][C@H:3]([C:8]([O:10][CH3:11])=[O:9])[CH2:4][CH2:5][S:6][CH3:7])=[O:25], predict the reactants needed to synthesize it. The reactants are: Cl.[NH2:2][C@H:3]([C:8]([O:10][CH3:11])=[O:9])[CH2:4][CH2:5][S:6][CH3:7].C(N(CC)CC)C.[F:19][C:20]1[CH:30]=[CH:29][CH:28]=[CH:27][C:21]=1[CH:22]=[CH:23][C:24](O)=[O:25].CCN=C=NCCCN(C)C.Cl. (3) Given the product [C:12]([C:16]1[CH:21]=[CH:20][C:19]([NH:1][C:2]2[CH:3]=[CH:4][CH:5]=[C:6]3[C:11]=2[NH:10][CH2:9][CH2:8][CH2:7]3)=[CH:18][CH:17]=1)([CH3:15])([CH3:14])[CH3:13], predict the reactants needed to synthesize it. The reactants are: [NH2:1][C:2]1[CH:3]=[CH:4][CH:5]=[C:6]2[C:11]=1[N:10]=[CH:9][CH:8]=[CH:7]2.[C:12]([C:16]1[CH:21]=[CH:20][C:19](Br)=[CH:18][CH:17]=1)([CH3:15])([CH3:14])[CH3:13].CC(C)([O-])C.[Na+]. (4) Given the product [CH3:21][O:20][C:18](=[O:19])[C:17]1[CH:22]=[CH:23][C:14]([CH2:13][C:4]2[C:3](=[O:2])[C:12]3[C:7](=[CH:8][CH:9]=[CH:10][CH:11]=3)[O:6][CH:5]=2)=[CH:15][CH:16]=1, predict the reactants needed to synthesize it. The reactants are: O.[O:2]=[C:3]1[C:12]2[C:7](=[CH:8][CH:9]=[CH:10][CH:11]=2)[O:6][CH2:5][C:4]1=[CH:13][C:14]1[CH:23]=[CH:22][C:17]([C:18]([O:20][CH3:21])=[O:19])=[CH:16][CH:15]=1. (5) Given the product [Cl:1][C:2]1[CH:3]=[C:4]([NH:9][C:10]2[C:19]3[C:14](=[CH:15][CH:16]=[CH:17][C:18]=3[O:20][C@H:21]([CH3:28])[CH2:22][N:23]([CH3:27])[C:24](=[O:26])[CH3:25])[N:13]=[CH:12][N:11]=2)[CH:5]=[CH:6][C:7]=1[O:8][CH2:32][C:31]1[CH:34]=[CH:35][CH:36]=[CH:37][C:30]=1[F:29], predict the reactants needed to synthesize it. The reactants are: [Cl:1][C:2]1[CH:3]=[C:4]([NH:9][C:10]2[C:19]3[C:14](=[CH:15][CH:16]=[CH:17][C:18]=3[O:20][C@H:21]([CH3:28])[CH2:22][N:23]([CH3:27])[C:24](=[O:26])[CH3:25])[N:13]=[CH:12][N:11]=2)[CH:5]=[CH:6][C:7]=1[OH:8].[F:29][C:30]1[CH:37]=[CH:36][CH:35]=[CH:34][C:31]=1[CH2:32]Cl.